Dataset: Catalyst prediction with 721,799 reactions and 888 catalyst types from USPTO. Task: Predict which catalyst facilitates the given reaction. (1) Reactant: Cl.[C:2]1([CH:8]([C:14]2[CH:19]=[CH:18][CH:17]=[CH:16][CH:15]=2)[N:9]2[CH2:12][CH:11]([OH:13])[CH2:10]2)[CH:7]=[CH:6][CH:5]=[CH:4][CH:3]=1.[CH3:20][S:21](Cl)(=[O:23])=[O:22].O. The catalyst class is: 2. Product: [CH3:20][S:21]([O:13][CH:11]1[CH2:12][N:9]([CH:8]([C:2]2[CH:3]=[CH:4][CH:5]=[CH:6][CH:7]=2)[C:14]2[CH:15]=[CH:16][CH:17]=[CH:18][CH:19]=2)[CH2:10]1)(=[O:23])=[O:22]. (2) Reactant: [NH2:1][C:2]1[CH:3]=[CH:4][CH:5]=[C:6]2[C:11]=1[N:10]=[CH:9][CH:8]=[CH:7]2.[F:12][C:13]([F:26])([F:25])[O:14][C:15]1[CH:20]=[CH:19][CH:18]=[CH:17][C:16]=1[S:21](Cl)(=[O:23])=[O:22]. Product: [N:10]1[C:11]2[C:6](=[CH:5][CH:4]=[CH:3][C:2]=2[NH:1][S:21]([C:16]2[CH:17]=[CH:18][CH:19]=[CH:20][C:15]=2[O:14][C:13]([F:12])([F:25])[F:26])(=[O:23])=[O:22])[CH:7]=[CH:8][CH:9]=1. The catalyst class is: 142. (3) Reactant: [F:1][C:2]1[CH:7]=[CH:6][C:5]([OH:8])=[CH:4][CH:3]=1.[Cl:9][CH2:10][CH2:11]Br.C(=O)([O-])[O-].[K+].[K+]. Product: [Cl:9][CH2:10][CH2:11][O:8][C:5]1[CH:6]=[CH:7][C:2]([F:1])=[CH:3][CH:4]=1. The catalyst class is: 21. (4) Reactant: [CH2:1]1[CH2:12][CH2:11][CH2:10][CH2:9][CH2:8][CH2:7][CH2:6][CH2:5][CH2:4][CH2:3][CH2:2]1.N(OC(C)(C)C)=[O:14].ON1C(=O)C2=CC=CC=C2C1=O.C1(=NO)CCCCCCCCCCC1.[N+](C1CCCCCCCCCCC1)([O-])=O. Product: [C:1]1(=[O:14])[CH2:12][CH2:11][CH2:10][CH2:9][CH2:8][CH2:7][CH2:6][CH2:5][CH2:4][CH2:3][CH2:2]1. The catalyst class is: 15. (5) Reactant: Cl[C:2]1[CH:7]=[CH:6][C:5]([Cl:8])=[CH:4][N:3]=1.[OH:9][C:10]1[CH:15]=[CH:14][C:13](B(O)O)=[CH:12][CH:11]=1.C(=O)([O-])[O-].[K+].[K+]. Product: [Cl:8][C:5]1[CH:6]=[CH:7][C:2]([C:13]2[CH:14]=[CH:15][C:10]([OH:9])=[CH:11][CH:12]=2)=[N:3][CH:4]=1. The catalyst class is: 38.